This data is from Reaction yield outcomes from USPTO patents with 853,638 reactions. The task is: Predict the reaction yield, written as a fraction of the theoretical maximum amount of product (1.0 means a 100% yield; for example, 0.34 means a 34% yield). (1) The reactants are Br[C:2]1[CH:11]=[CH:10][C:5]([C:6]([O:8][CH3:9])=[O:7])=[CH:4][C:3]=1[C:12]#[N:13].CC1(C)C(C)(C)OB([C:22]2[CH:23]=[N:24][N:25](C(OC(C)(C)C)=O)[CH:26]=2)O1.[O-]P([O-])([O-])=O.[K+].[K+].[K+]. The catalyst is O1CCOCC1.CCOC(C)=O. The product is [C:12]([C:3]1[CH:4]=[C:5]([CH:10]=[CH:11][C:2]=1[C:22]1[CH:23]=[N:24][NH:25][CH:26]=1)[C:6]([O:8][CH3:9])=[O:7])#[N:13]. The yield is 0.930. (2) The reactants are [CH2:1]([O:3][C:4]1[CH:23]=[C:22]([F:24])[C:7]([CH2:8][N:9]2[C:17]3[C:12](=[CH:13][CH:14]=[CH:15][CH:16]=3)[C:11]([C:18](OC)=O)=[N:10]2)=[C:6]([F:25])[CH:5]=1)[CH3:2].Cl.[C:27]([NH:30][C:31](=[NH:33])[NH2:32])(=[NH:29])[NH2:28].C[O-].[Na+]. The catalyst is CO. The product is [CH2:1]([O:3][C:4]1[CH:23]=[C:22]([F:24])[C:7]([CH2:8][N:9]2[C:17]3[C:12](=[CH:13][CH:14]=[CH:15][CH:16]=3)[C:11]([C:18]3[N:32]=[C:31]([NH2:33])[N:30]=[C:27]([NH2:29])[N:28]=3)=[N:10]2)=[C:6]([F:25])[CH:5]=1)[CH3:2]. The yield is 0.332. (3) The reactants are CO[C:3]([C:5]1[N:6]=[C:7]([C:23]#[N:24])[C:8]2[C:13]([C:14]=1[OH:15])=[CH:12][CH:11]=[C:10]([O:16][C:17]1[CH:22]=[CH:21][CH:20]=[CH:19][CH:18]=1)[CH:9]=2)=[O:4].[C:25]([O:29][C:30]([N:32]1[CH2:37][CH2:36][C:35]([NH2:42])([CH2:38][C:39]([OH:41])=[O:40])[CH2:34][CH2:33]1)=[O:31])([CH3:28])([CH3:27])[CH3:26].C[O-].[Na+].Cl. The catalyst is O.CC(N(C)C)=O. The product is [C:25]([O:29][C:30]([N:32]1[CH2:33][CH2:34][C:35]([CH2:38][C:39]([OH:41])=[O:40])([NH:42][C:3]([C:5]2[N:6]=[C:7]([C:23]#[N:24])[C:8]3[C:13]([C:14]=2[OH:15])=[CH:12][CH:11]=[C:10]([O:16][C:17]2[CH:18]=[CH:19][CH:20]=[CH:21][CH:22]=2)[CH:9]=3)=[O:4])[CH2:36][CH2:37]1)=[O:31])([CH3:28])([CH3:26])[CH3:27]. The yield is 0.540. (4) The reactants are [Cl:1][C:2]1[CH:3]=[C:4]([C@H:8]([O:22][CH2:23][C:24]([O:26]CC)=O)[C@@H:9]2[CH2:14][CH2:13][CH2:12][N:11]([C:15]([O:17][C:18]([CH3:21])([CH3:20])[CH3:19])=[O:16])[CH2:10]2)[CH:5]=[CH:6][CH:7]=1.[NH3:29]. The catalyst is CO. The product is [NH2:29][C:24](=[O:26])[CH2:23][O:22][C@@H:8]([C:4]1[CH:5]=[CH:6][CH:7]=[C:2]([Cl:1])[CH:3]=1)[C@@H:9]1[CH2:14][CH2:13][CH2:12][N:11]([C:15]([O:17][C:18]([CH3:21])([CH3:20])[CH3:19])=[O:16])[CH2:10]1. The yield is 1.00. (5) The reactants are [NH2:1][C:2]1[N:3]=[CH:4][C:5]([C:21]2[CH:31]=[CH:30][C:24]([C:25]([N:27]([CH3:29])[CH3:28])=[O:26])=[CH:23][CH:22]=2)=[N:6][C:7]=1[C:8](=O)[NH:9][NH:10][C:11]([C:13]1[CH:18]=[CH:17][CH:16]=[C:15]([NH2:19])[N:14]=1)=[O:12].CCN(C(C)C)C(C)C.BrP(Br)(C1C=CC=CC=1)(C1C=CC=CC=1)C1C=CC=CC=1.CCOCC. The catalyst is C(#N)C. The product is [NH2:1][C:2]1[N:3]=[CH:4][C:5]([C:21]2[CH:22]=[CH:23][C:24]([C:25]([N:27]([CH3:28])[CH3:29])=[O:26])=[CH:30][CH:31]=2)=[N:6][C:7]=1[C:8]1[O:12][C:11]([C:13]2[CH:18]=[CH:17][CH:16]=[C:15]([NH2:19])[N:14]=2)=[N:10][N:9]=1. The yield is 0.540. (6) The product is [CH3:17][O:18][C:19]1[CH:20]=[CH:21][C:22]([C:25]2[CH:30]=[CH:29][CH:28]=[CH:27][C:26]=2[N:31]2[CH2:36][CH2:35][N:34]([CH2:2][CH2:3][CH2:4][CH2:5][CH2:6][C:7]([NH:9][CH2:10][C:11]3[CH:16]=[CH:15][CH:14]=[CH:13][N:12]=3)=[O:8])[CH2:33][CH2:32]2)=[CH:23][CH:24]=1. The yield is 0.600. The reactants are Br[CH2:2][CH2:3][CH2:4][CH2:5][CH2:6][C:7]([NH:9][CH2:10][C:11]1[CH:16]=[CH:15][CH:14]=[CH:13][N:12]=1)=[O:8].[CH3:17][O:18][C:19]1[CH:24]=[CH:23][C:22]([C:25]2[CH:30]=[CH:29][CH:28]=[CH:27][C:26]=2[N:31]2[CH2:36][CH2:35][NH:34][CH2:33][CH2:32]2)=[CH:21][CH:20]=1.C([O-])([O-])=O.[K+].[K+]. The catalyst is C(#N)C.